This data is from Catalyst prediction with 721,799 reactions and 888 catalyst types from USPTO. The task is: Predict which catalyst facilitates the given reaction. (1) The catalyst class is: 7. Reactant: [F:1][C:2]([F:15])([F:14])[O:3][C:4]1[CH:13]=[CH:12][C:7]([C:8](=[O:11])[CH2:9]Br)=[CH:6][CH:5]=1.[CH2:16]([N:18](CC)[CH2:19][CH3:20])[CH3:17].N1CCCC1.O. Product: [N:18]1([CH2:9][C:8]([C:7]2[CH:12]=[CH:13][C:4]([O:3][C:2]([F:15])([F:14])[F:1])=[CH:5][CH:6]=2)=[O:11])[CH2:19][CH2:20][CH2:17][CH2:16]1. (2) Reactant: [CH:1]1([CH2:6][CH:7]([C:21]2[CH:26]=[CH:25][C:24]([S:27]([CH3:30])(=[O:29])=[O:28])=[CH:23][CH:22]=2)[C:8]([NH:10][C:11]2[S:12][C:13]([S:16][CH2:17][C:18](O)=[O:19])=[CH:14][N:15]=2)=[O:9])[CH2:5][CH2:4][CH2:3][CH2:2]1.ON1C(=O)C2C=CC=CC=2N=N1.Cl.CN(C)CCCN=C=NCC.[CH2:55]([NH:57][CH2:58][CH3:59])[CH3:56].CCN(C(C)C)C(C)C. Product: [CH:1]1([CH2:6][CH:7]([C:21]2[CH:26]=[CH:25][C:24]([S:27]([CH3:30])(=[O:29])=[O:28])=[CH:23][CH:22]=2)[C:8]([NH:10][C:11]2[S:12][C:13]([S:16][CH2:17][C:18](=[O:19])[N:57]([CH2:58][CH3:59])[CH2:55][CH3:56])=[CH:14][N:15]=2)=[O:9])[CH2:5][CH2:4][CH2:3][CH2:2]1. The catalyst class is: 3. (3) Reactant: CN([CH:4]=[O:5])C.P(Cl)(Cl)(Cl)=O.[CH2:11]([C:13]1[C:14]([NH:20][CH2:21][CH2:22][NH:23][C:24](=[O:26])[CH3:25])=[C:15]([OH:19])[CH:16]=[CH:17][CH:18]=1)[CH3:12].[OH-].[Na+]. Product: [OH:19][C:15]1[C:14]([NH:20][CH2:21][CH2:22][NH:23][C:24](=[O:26])[CH3:25])=[C:13]([CH2:11][CH3:12])[CH:18]=[CH:17][C:16]=1[CH:4]=[O:5]. The catalyst class is: 6. (4) Reactant: [CH2:1]([O:8][C:9](=[O:52])[NH:10][CH:11]([C:26](=[O:51])[NH:27][CH:28]([C:37](=[O:50])[N:38]([CH2:42][CH:43](OCC)OCC)[CH:39]([CH3:41])[CH3:40])[CH2:29][C:30]1[CH:35]=[CH:34][C:33]([Cl:36])=[CH:32][CH:31]=1)[CH2:12][NH:13][S:14]([C:17]1[CH:22]=[C:21]([Cl:23])[CH:20]=[CH:19][C:18]=1[O:24][CH3:25])(=[O:16])=[O:15])[C:2]1[CH:7]=[CH:6][CH:5]=[CH:4][CH:3]=1. Product: [CH2:1]([O:8][C:9](=[O:52])[NH:10][CH:11]1[C:26](=[O:51])[N:27]2[CH:28]([CH2:29][C:30]3[CH:35]=[CH:34][C:33]([Cl:36])=[CH:32][CH:31]=3)[C:37](=[O:50])[N:38]([CH:39]([CH3:41])[CH3:40])[CH2:42][CH:43]2[N:13]([S:14]([C:17]2[CH:22]=[C:21]([Cl:23])[CH:20]=[CH:19][C:18]=2[O:24][CH3:25])(=[O:15])=[O:16])[CH2:12]1)[C:2]1[CH:3]=[CH:4][CH:5]=[CH:6][CH:7]=1. The catalyst class is: 106. (5) Reactant: Cl[C:2]1[CH:7]=[CH:6][N:5]=[C:4]([N:8]2[C:20](=[O:21])[C:19]3[N:11]([C:12]4[C@H:13]5[CH2:22][C@@H:16]([C:17]=4[CH:18]=3)[CH2:15][CH2:14]5)[CH2:10][CH2:9]2)[C:3]=1[CH:23]=[O:24].[CH3:25][N:26]1[CH:31]=[C:30](B2OC(C)(C)C(C)(C)O2)[CH:29]=[C:28]([NH:41][C:42]2[CH:47]=[CH:46][C:45]([N:48]3[CH2:53][CH2:52][N:51]([CH:54]4[CH2:57][O:56][CH2:55]4)[CH2:50][C@@H:49]3[CH3:58])=[CH:44][N:43]=2)[C:27]1=[O:59].C([O-])(=O)C.[Na+].C(#N)C. Product: [CH3:25][N:26]1[C:27](=[O:59])[C:28]([NH:41][C:42]2[CH:47]=[CH:46][C:45]([N:48]3[CH2:53][CH2:52][N:51]([CH:54]4[CH2:55][O:56][CH2:57]4)[CH2:50][C@@H:49]3[CH3:58])=[CH:44][N:43]=2)=[CH:29][C:30]([C:2]2[CH:7]=[CH:6][N:5]=[C:4]([N:8]3[C:20](=[O:21])[C:19]4[N:11]([C:12]5[C@H:13]6[CH2:22][C@@H:16]([C:17]=5[CH:18]=4)[CH2:15][CH2:14]6)[CH2:10][CH2:9]3)[C:3]=2[CH:23]=[O:24])=[CH:31]1. The catalyst class is: 263. (6) Reactant: [C:1]([C:4]1[CH:10]=[CH:9][C:7]([NH2:8])=[CH:6][CH:5]=1)(=[O:3])[CH3:2].C(N(CC)CC)C.[Cl-].ClC1N(C)CC[NH+]1C.[CH3:27][O:28][C:29]1[C:30](=[O:57])[C:31]([CH3:56])=[C:32]([CH2:38][C:39]2[CH:40]=[CH:41][C:42]([O:48][CH2:49][C:50]3[CH:51]=[N:52][CH:53]=[CH:54][CH:55]=3)=[C:43]([CH:47]=2)[C:44](O)=[O:45])[C:33](=[O:37])[C:34]=1[O:35][CH3:36]. Product: [CH3:27][O:28][C:29]1[C:30](=[O:57])[C:31]([CH3:56])=[C:32]([CH2:38][C:39]2[CH:40]=[CH:41][C:42]([O:48][CH2:49][C:50]3[CH:51]=[N:52][CH:53]=[CH:54][CH:55]=3)=[C:43]([CH:47]=2)[C:44]([NH:8][C:7]2[CH:9]=[CH:10][C:4]([C:1](=[O:3])[CH3:2])=[CH:5][CH:6]=2)=[O:45])[C:33](=[O:37])[C:34]=1[O:35][CH3:36]. The catalyst class is: 2. (7) Reactant: [Cl:1][C:2]([Cl:17])=[C:3]([C:7]1[CH:12]=[CH:11][C:10]([C:13]([F:16])([F:15])[F:14])=[CH:9][CH:8]=1)[C:4]([OH:6])=O.O=C1N(P(Cl)(N2CCOC2=O)=O)CCO1.C(N(CC)CC)C.[Cl:40][C:41]1[CH:51]=[C:50]([O:52][CH2:53][CH:54]=[C:55]([Cl:57])[Cl:56])[CH:49]=[C:48]([Cl:58])[C:42]=1[O:43][CH2:44][CH2:45][CH2:46][NH2:47]. Product: [Cl:17][C:2]([Cl:1])=[C:3]([C:7]1[CH:12]=[CH:11][C:10]([C:13]([F:16])([F:15])[F:14])=[CH:9][CH:8]=1)[C:4]([NH:47][CH2:46][CH2:45][CH2:44][O:43][C:42]1[C:48]([Cl:58])=[CH:49][C:50]([O:52][CH2:53][CH:54]=[C:55]([Cl:57])[Cl:56])=[CH:51][C:41]=1[Cl:40])=[O:6]. The catalyst class is: 96.